This data is from Reaction yield outcomes from USPTO patents with 853,638 reactions. The task is: Predict the reaction yield, written as a fraction of the theoretical maximum amount of product (1.0 means a 100% yield; for example, 0.34 means a 34% yield). The reactants are Br[C:2]1[CH:7]=[CH:6][C:5]([N+:8]([O-:10])=[O:9])=[CH:4][C:3]=1[CH3:11].C([Sn](CCCC)(CCCC)[C:17]1[O:18][C:19]([Sn](CCCC)(CCCC)CCCC)=[CH:20][CH:21]=1)CCC. The catalyst is O1CCOCC1. The product is [CH3:11][C:3]1[CH:4]=[C:5]([N+:8]([O-:10])=[O:9])[CH:6]=[CH:7][C:2]=1[C:19]1[O:18][C:17]([C:2]2[CH:7]=[CH:6][C:5]([N+:8]([O-:10])=[O:9])=[CH:4][C:3]=2[CH3:11])=[CH:21][CH:20]=1. The yield is 0.850.